From a dataset of Catalyst prediction with 721,799 reactions and 888 catalyst types from USPTO. Predict which catalyst facilitates the given reaction. (1) Reactant: [N:1]1[C:10]2[C:5](=[CH:6][CH:7]=[CH:8][CH:9]=2)[N:4]=[CH:3][C:2]=1[C:11](Cl)=[O:12].[C:14]1([C@H:20]([CH3:23])[CH2:21][NH2:22])[CH:19]=[CH:18][CH:17]=[CH:16][CH:15]=1.N1C=CC=CC=1. Product: [C:14]1([C@H:20]([CH3:23])[CH2:21][NH:22][C:11]([C:2]2[CH:3]=[N:4][C:5]3[C:10](=[CH:9][CH:8]=[CH:7][CH:6]=3)[N:1]=2)=[O:12])[CH:19]=[CH:18][CH:17]=[CH:16][CH:15]=1. The catalyst class is: 6. (2) Reactant: [O:1]=[C:2]1[CH2:6][CH2:5][CH2:4][CH:3]1[C:7]([O:9][CH2:10][CH3:11])=[O:8].C(=O)([O-])[O-].[K+].[K+].Br[CH2:19][CH2:20][CH2:21][CH3:22]. Product: [CH2:19]([C:3]1([C:7]([O:9][CH2:10][CH3:11])=[O:8])[CH2:4][CH2:5][CH2:6][C:2]1=[O:1])[CH2:20][CH2:21][CH3:22]. The catalyst class is: 21. (3) Reactant: [CH2:1]([O:3][C:4]([N:6]1[CH2:11][CH2:10][N:9]([C:12](=[O:58])[C@@H:13]([NH:23][C:24]([C:26]2[CH:30]=[C:29]([O:31][CH2:32][C:33]([N:35]3[CH2:39][CH2:38][CH2:37][C@H:36]3[C:40]([O:42]CC3C=CC=CC=3)=[O:41])=[O:34])[N:28]([C:50]3[CH:55]=[CH:54][C:53]([F:56])=[C:52]([F:57])[CH:51]=3)[N:27]=2)=[O:25])[CH2:14][CH2:15][C:16]([O:18][C:19]([CH3:22])([CH3:21])[CH3:20])=[O:17])[CH2:8][CH2:7]1)=[O:5])[CH3:2]. Product: [CH2:1]([O:3][C:4]([N:6]1[CH2:11][CH2:10][N:9]([C:12](=[O:58])[C@@H:13]([NH:23][C:24]([C:26]2[CH:30]=[C:29]([O:31][CH2:32][C:33]([N:35]3[CH2:39][CH2:38][CH2:37][C@H:36]3[C:40]([OH:42])=[O:41])=[O:34])[N:28]([C:50]3[CH:55]=[CH:54][C:53]([F:56])=[C:52]([F:57])[CH:51]=3)[N:27]=2)=[O:25])[CH2:14][CH2:15][C:16]([O:18][C:19]([CH3:22])([CH3:21])[CH3:20])=[O:17])[CH2:8][CH2:7]1)=[O:5])[CH3:2]. The catalyst class is: 13. (4) Reactant: C([NH:5][S:6]([CH2:9][CH2:10][C:11]1[CH:16]=[CH:15][C:14]([NH:17][C:18]([C:20]2[N:21](COCC[Si](C)(C)C)[CH:22]=[C:23]([C:25]#[N:26])[N:24]=2)=[O:19])=[C:13]([C:35]2[CH2:40][CH2:39][CH2:38][CH2:37][CH:36]=2)[CH:12]=1)(=[O:8])=[O:7])(C)(C)C.CCO.C1(OC)C=CC=CC=1.[C:52]([OH:58])([C:54]([F:57])([F:56])[F:55])=[O:53]. Product: [F:55][C:54]([F:57])([F:56])[C:52]([OH:58])=[O:53].[C:35]1([C:13]2[CH:12]=[C:11]([CH2:10][CH2:9][S:6](=[O:7])(=[O:8])[NH2:5])[CH:16]=[CH:15][C:14]=2[NH:17][C:18]([C:20]2[NH:21][CH:22]=[C:23]([C:25]#[N:26])[N:24]=2)=[O:19])[CH2:40][CH2:39][CH2:38][CH2:37][CH:36]=1. The catalyst class is: 2. (5) Reactant: [Cl:1][C:2]1[CH:7]=[CH:6][C:5]([C:8]2[N:9]=[C:10]([NH2:13])[S:11][CH:12]=2)=[CH:4][C:3]=1[C:14]([F:17])([F:16])[F:15].[CH2:18]([O:20][C:21]([CH:23]1[CH2:28][CH2:27][N:26]([C:29]2[N:30]=[CH:31][C:32]([C:35](O)=[O:36])=[N:33][CH:34]=2)[CH2:25][CH2:24]1)=[O:22])[CH3:19].F[B-](F)(F)F.N1(OC(N(C)C)=[N+](C)C)C2N=CC=CC=2N=N1.C(N(C(C)C)CC)(C)C. Product: [Cl:1][C:2]1[CH:7]=[CH:6][C:5]([C:8]2[N:9]=[C:10]([NH:13][C:35]([C:32]3[N:33]=[CH:34][C:29]([N:26]4[CH2:27][CH2:28][CH:23]([C:21]([O:20][CH2:18][CH3:19])=[O:22])[CH2:24][CH2:25]4)=[N:30][CH:31]=3)=[O:36])[S:11][CH:12]=2)=[CH:4][C:3]=1[C:14]([F:15])([F:17])[F:16]. The catalyst class is: 434. (6) Reactant: [Br:1][C:2]1[CH:3]=[C:4]([N+:10]([O-])=O)[C:5]([F:9])=[C:6]([F:8])[CH:7]=1.[CH:13]([Mg]Br)=[CH2:14].C1COCC1.[Cl-].[NH4+]. Product: [Br:1][C:2]1[CH:7]=[C:6]([F:8])[C:5]([F:9])=[C:4]2[C:3]=1[CH:13]=[CH:14][NH:10]2. The catalyst class is: 1. (7) Reactant: P(Cl)(Cl)(Cl)=O.[O:6]=[C:7]1[CH2:27][CH2:26][C:10]2([CH2:15][CH2:14][N:13]([C:16]([O:18][CH2:19][C:20]3[CH:25]=[CH:24][CH:23]=[CH:22][CH:21]=3)=[O:17])[CH2:12][CH2:11]2)[CH2:9][CH2:8]1.[Cl:28][CH2:29]Cl. Product: [Cl:28][C:29]1[CH2:8][CH2:9][C:10]2([CH2:11][CH2:12][N:13]([C:16]([O:18][CH2:19][C:20]3[CH:25]=[CH:24][CH:23]=[CH:22][CH:21]=3)=[O:17])[CH2:14][CH2:15]2)[CH2:26][C:27]=1[CH:7]=[O:6]. The catalyst class is: 42. (8) Reactant: [N+:1]([C:4]1[C:5]([C:9]([OH:11])=O)=[N:6][NH:7][CH:8]=1)([O-:3])=[O:2].[NH2:12][C@H:13]1[CH2:18][CH2:17][C@H:16]([OH:19])[CH2:15][CH2:14]1.CCN=C=NCCCN(C)C.C1C=CC2N(O)N=NC=2C=1. Product: [OH:19][CH:16]1[CH2:17][CH2:18][CH:13]([NH:12][C:9]([C:5]2[C:4]([N+:1]([O-:3])=[O:2])=[CH:8][NH:7][N:6]=2)=[O:11])[CH2:14][CH2:15]1. The catalyst class is: 85.